From a dataset of Forward reaction prediction with 1.9M reactions from USPTO patents (1976-2016). Predict the product of the given reaction. (1) Given the reactants [H-].[Al+3].[Li+].[H-].[H-].[H-].[Cl-].[Al+3].[Cl-].[Cl-].[Cl:11][C:12]1[CH:13]=[C:14]([CH:19]2[CH:25]([CH2:26][O:27][CH2:28][C:29](OCC)=[O:30])[O:24][CH2:23][CH2:22][N:21]([C:34]([O:36][C:37]([CH3:40])([CH3:39])[CH3:38])=[O:35])[CH2:20]2)[CH:15]=[CH:16][C:17]=1[Cl:18].O.O.O.O.O.O.O.O.O.O.[O-]S([O-])(=O)=O.[Na+].[Na+], predict the reaction product. The product is: [Cl:11][C:12]1[CH:13]=[C:14]([CH:19]2[CH:25]([CH2:26][O:27][CH2:28][CH2:29][OH:30])[O:24][CH2:23][CH2:22][N:21]([C:34]([O:36][C:37]([CH3:40])([CH3:39])[CH3:38])=[O:35])[CH2:20]2)[CH:15]=[CH:16][C:17]=1[Cl:18]. (2) Given the reactants [Cl:1][C:2]1[N:10](CC=C)[C:9]2[C:8](=[O:14])[N:7]([CH2:15][C:16]#[N:17])[C:6](=[O:18])[N:5]([CH2:19][C:20]#[N:21])[C:4]=2[N:3]=1.ClC1NC2C(=O)NC(=O)N(CC#N)C=2N=1, predict the reaction product. The product is: [Cl:1][C:2]1[NH:10][C:9]2[C:8](=[O:14])[N:7]([CH2:15][C:16]#[N:17])[C:6](=[O:18])[N:5]([CH2:19][C:20]#[N:21])[C:4]=2[N:3]=1.